Dataset: Catalyst prediction with 721,799 reactions and 888 catalyst types from USPTO. Task: Predict which catalyst facilitates the given reaction. (1) Reactant: [C:1]([O:5][C:6](=[O:33])[NH:7][CH2:8][CH2:9][CH2:10][NH:11][CH:12]([C:15]1[N:16]([CH2:26][C:27]2[CH:32]=[CH:31][CH:30]=[CH:29][CH:28]=2)[C:17](=[O:25])[C:18]2[C:23]([CH3:24])=[N:22][O:21][C:19]=2[N:20]=1)[CH2:13][CH3:14])([CH3:4])([CH3:3])[CH3:2].[CH3:34][C:35]1[CH:43]=[CH:42][C:38]([C:39](Cl)=[O:40])=[CH:37][CH:36]=1.C(N(CC)CC)C. Product: [C:1]([O:5][C:6](=[O:33])[NH:7][CH2:8][CH2:9][CH2:10][N:11]([CH:12]([C:15]1[N:16]([CH2:26][C:27]2[CH:32]=[CH:31][CH:30]=[CH:29][CH:28]=2)[C:17](=[O:25])[C:18]2[C:23]([CH3:24])=[N:22][O:21][C:19]=2[N:20]=1)[CH2:13][CH3:14])[C:39](=[O:40])[C:38]1[CH:42]=[CH:43][C:35]([CH3:34])=[CH:36][CH:37]=1)([CH3:2])([CH3:3])[CH3:4]. The catalyst class is: 2. (2) Reactant: [Cl:1][C:2]1[N:10]=[CH:9][C:8]([F:11])=[CH:7][C:3]=1[C:4]([OH:6])=O.[NH:12]1[C:21]2[C:16](=[CH:17][CH:18]=[CH:19][CH:20]=2)[CH2:15][CH2:14][CH2:13]1.C(N(C(C)C)C(C)C)C.CN(C(ON1N=NC2C=CC=NC1=2)=[N+](C)C)C.F[P-](F)(F)(F)(F)F.C([O-])(O)=O.[Na+]. Product: [Cl:1][C:2]1[C:3]([C:4]([N:12]2[C:21]3[C:16](=[CH:17][CH:18]=[CH:19][CH:20]=3)[CH2:15][CH2:14][CH2:13]2)=[O:6])=[CH:7][C:8]([F:11])=[CH:9][N:10]=1. The catalyst class is: 3. (3) Reactant: Br[C:2]1[C:7]([OH:8])=[CH:6][CH:5]=[CH:4][N:3]=1.[O:9]1[CH:13]=[CH:12][C:11](B(O)O)=[CH:10]1.C(=O)([O-])[O-].[Na+].[Na+]. Product: [O:9]1[CH:13]=[CH:12][C:11]([C:2]2[C:7]([OH:8])=[CH:6][CH:5]=[CH:4][N:3]=2)=[CH:10]1. The catalyst class is: 762. (4) Reactant: [O:1]=[C:2]1[NH:6][C:5](=[O:7])[C:4](=[CH:8][C:9]2[CH:14]=[CH:13][C:12]([C:15]3[CH:20]=[CH:19][CH:18]=[C:17]([CH2:21][N:22]([CH3:40])[C:23](=[O:39])[O:24][CH2:25][CH:26]4[C:38]5[CH:37]=[CH:36][CH:35]=[CH:34][C:33]=5[C:32]5[C:27]4=[CH:28][CH:29]=[CH:30][CH:31]=5)[CH:16]=3)=[CH:11][CH:10]=2)[S:3]1. Product: [O:1]=[C:2]1[NH:6][C:5](=[O:7])[CH:4]([CH2:8][C:9]2[CH:10]=[CH:11][C:12]([C:15]3[CH:20]=[CH:19][CH:18]=[C:17]([CH2:21][N:22]([CH3:40])[C:23](=[O:39])[O:24][CH2:25][CH:26]4[C:38]5[CH:37]=[CH:36][CH:35]=[CH:34][C:33]=5[C:32]5[C:27]4=[CH:28][CH:29]=[CH:30][CH:31]=5)[CH:16]=3)=[CH:13][CH:14]=2)[S:3]1. The catalyst class is: 12. (5) Reactant: [C:1](=[NH:23])([O:3][CH2:4][CH2:5][C:6]1[CH:11]=[CH:10][C:9]([O:12][C:13]2[CH:18]=[CH:17][C:16]([C:19]([F:22])([F:21])[F:20])=[CH:15][N:14]=2)=[CH:8][CH:7]=1)[NH2:2].FC(F)(F)C([O-])=O.[CH:31]([CH:33]([CH2:38][C:39]1[CH:40]=[N:41][C:42]([O:45][CH3:46])=[N:43][CH:44]=1)[C:34](OC)=O)=[O:32].C([O-])([O-])=O.[K+].[K+]. Product: [CH3:46][O:45][C:42]1[N:41]=[CH:40][C:39]([CH2:38][C:33]2[C:31](=[O:32])[N:23]=[C:1]([O:3][CH2:4][CH2:5][C:6]3[CH:7]=[CH:8][C:9]([O:12][C:13]4[CH:18]=[CH:17][C:16]([C:19]([F:22])([F:21])[F:20])=[CH:15][N:14]=4)=[CH:10][CH:11]=3)[NH:2][CH:34]=2)=[CH:44][N:43]=1. The catalyst class is: 12. (6) Reactant: [I:1][C:2]1[CH:3]=[C:4]2[C:8](=[CH:9][CH:10]=1)[NH:7][C:6](=[O:11])[C:5]2=O.C(O)(C(F)(F)F)=O.[CH3:20][O:21][C:22](=[O:47])[CH2:23][CH2:24][CH2:25][CH2:26][C:27]([NH:29][C:30]1[CH:46]=[CH:45][C:33]([C:34]([NH:36][NH:37]C(OC(C)(C)C)=O)=[O:35])=[CH:32][CH:31]=1)=[O:28]. Product: [I:1][C:2]1[CH:3]=[C:4]2[C:8](=[CH:9][CH:10]=1)[NH:7][C:6](=[O:11])[C:5]2=[N:37][NH:36][C:34]([C:33]1[CH:32]=[CH:31][C:30]([NH:29][C:27](=[O:28])[CH2:26][CH2:25][CH2:24][CH2:23][C:22]([O:21][CH3:20])=[O:47])=[CH:46][CH:45]=1)=[O:35]. The catalyst class is: 15. (7) Reactant: [Cl:1][C:2]1[N:7]=[C:6]([CH2:8][OH:9])[C:5]([NH:10][C:11](=[O:17])[O:12][C:13]([CH3:16])([CH3:15])[CH3:14])=[CH:4][CH:3]=1.CC(OI1(OC(C)=O)(OC(C)=O)OC(=O)C2C=CC=CC1=2)=O. Product: [Cl:1][C:2]1[N:7]=[C:6]([CH:8]=[O:9])[C:5]([NH:10][C:11](=[O:17])[O:12][C:13]([CH3:15])([CH3:14])[CH3:16])=[CH:4][CH:3]=1. The catalyst class is: 2. (8) Reactant: C(OC([NH:8][C:9]1[O:17][C:16]2[C:11](=[N:12][CH:13]=[C:14]([CH:18]3[CH2:20][CH2:19]3)[CH:15]=2)[C:10]=1[C:21]([NH:23][C:24]1[CH:25]=[N:26][CH:27]=[CH:28][C:29]=1[N:30]1[CH2:35][C@H:34]([CH3:36])[CH2:33][C@H:32]([NH:37]C(=O)OC(C)(C)C)[CH2:31]1)=[O:22])=O)(C)(C)C.Cl.O1CCOCC1. Product: [NH2:8][C:9]1[O:17][C:16]2[C:11](=[N:12][CH:13]=[C:14]([CH:18]3[CH2:20][CH2:19]3)[CH:15]=2)[C:10]=1[C:21]([NH:23][C:24]1[CH:25]=[N:26][CH:27]=[CH:28][C:29]=1[N:30]1[CH2:35][C@H:34]([CH3:36])[CH2:33][C@H:32]([NH2:37])[CH2:31]1)=[O:22]. The catalyst class is: 5. (9) The catalyst class is: 8. Reactant: [NH2:1][C:2]1[C:3]([NH:8][C:9]2[CH:14]=[CH:13][C:12]([O:15][CH3:16])=[CH:11][CH:10]=2)=[N:4][CH:5]=[CH:6][CH:7]=1.O=[C:18]([C:24](OCC)=[O:25])[C:19]([O:21][CH2:22][CH3:23])=[O:20]. Product: [CH3:16][O:15][C:12]1[CH:13]=[CH:14][C:9]([N:8]2[C:24](=[O:25])[C:18]([C:19]([O:21][CH2:22][CH3:23])=[O:20])=[N:1][C:2]3[CH:7]=[CH:6][CH:5]=[N:4][C:3]2=3)=[CH:10][CH:11]=1.